Dataset: Forward reaction prediction with 1.9M reactions from USPTO patents (1976-2016). Task: Predict the product of the given reaction. (1) Given the reactants [CH3:1][C:2]1[CH:3]=[N:4][C:5]2[N:6]([N:8]=[CH:9][C:10]=2[C:11]([OH:13])=O)[CH:7]=1.[CH3:14][O:15][CH2:16][CH:17]([C:19]1[CH:24]=[CH:23][C:22]([O:25][C:26]([F:29])([F:28])[F:27])=[CH:21][CH:20]=1)[NH2:18].O.ON1C2C=CC=CC=2N=N1.Cl.CN(C)CCCN=C=NCC, predict the reaction product. The product is: [CH3:14][O:15][CH2:16][CH:17]([NH:18][C:11]([C:10]1[CH:9]=[N:8][N:6]2[CH:7]=[C:2]([CH3:1])[CH:3]=[N:4][C:5]=12)=[O:13])[C:19]1[CH:20]=[CH:21][C:22]([O:25][C:26]([F:27])([F:29])[F:28])=[CH:23][CH:24]=1. (2) The product is: [C:10]([O:14][C:15]([N:17]1[CH2:21][CH2:20][CH2:19][C@H:18]1[C@H:22]([S:9][CH2:8][CH3:7])[C@H:23]([C:25]([O:27][CH2:28][C:29]1[CH:30]=[CH:31][CH:32]=[CH:33][CH:34]=1)=[O:26])[CH3:24])=[O:16])([CH3:11])([CH3:12])[CH3:13]. Given the reactants CC([O-])(C)C.[K+].[CH3:7][CH2:8][SH:9].[C:10]([O:14][C:15]([N:17]1[CH2:21][CH2:20][CH2:19][C@H:18]1[CH:22]=[C:23]([C:25]([O:27][CH2:28][C:29]1[CH:34]=[CH:33][CH:32]=[CH:31][CH:30]=1)=[O:26])[CH3:24])=[O:16])([CH3:13])([CH3:12])[CH3:11], predict the reaction product. (3) The product is: [C:41]([O:44][CH:45]([O:34][C:33](=[O:35])[C@H:12]([CH2:13][C:14]1[CH:15]=[CH:16][C:17]([C:20]2[C:21](=[O:32])[N:22]([CH3:31])[C:23]([CH3:30])=[CH:24][C:25]=2[C:26]([F:28])([F:29])[F:27])=[CH:18][CH:19]=1)[NH:11][C:9]([C:3]1[C:4]([Cl:8])=[CH:5][CH:6]=[CH:7][C:2]=1[Cl:1])=[O:10])[CH3:46])(=[O:43])[CH3:42]. Given the reactants [Cl:1][C:2]1[CH:7]=[CH:6][CH:5]=[C:4]([Cl:8])[C:3]=1[C:9]([NH:11][C@H:12]([C:33]([OH:35])=[O:34])[CH2:13][C:14]1[CH:19]=[CH:18][C:17]([C:20]2[C:21](=[O:32])[N:22]([CH3:31])[C:23]([CH3:30])=[CH:24][C:25]=2[C:26]([F:29])([F:28])[F:27])=[CH:16][CH:15]=1)=[O:10].C(=O)(O)[O-].[Na+].[C:41]([O:44][CH:45](Cl)[CH3:46])(=[O:43])[CH3:42].O, predict the reaction product. (4) Given the reactants [CH2:1]([O:3][C:4](=[O:11])[CH2:5][CH2:6][CH:7]([OH:10])[CH2:8][OH:9])[CH3:2].[C:12]([Si:16](Cl)([CH3:18])[CH3:17])([CH3:15])([CH3:14])[CH3:13].C(N(CC)CC)C, predict the reaction product. The product is: [CH2:1]([O:3][C:4](=[O:11])[CH2:5][CH2:6][CH:7]([OH:10])[CH2:8][O:9][Si:16]([C:12]([CH3:15])([CH3:14])[CH3:13])([CH3:18])[CH3:17])[CH3:2]. (5) Given the reactants Cl[C:2]1C=CC2NC3C=CC=CC=3C(C3C=CC(F)=CC=3)=NC=2C=1.CC(N)C1C=CC=CC=1.F[C:34]1[CH:65]=[CH:64][C:37]([CH2:38][NH:39][C:40]([C:42]2[CH:43]=[CH:44][C:45]3[NH:51][C:50]4[CH:52]=[CH:53][CH:54]=[CH:55][C:49]=4[C:48]([C:56]4[CH:61]=[CH:60][C:59]([F:62])=[CH:58][CH:57]=4)=[N:47][C:46]=3[CH:63]=2)=[O:41])=[CH:36][CH:35]=1, predict the reaction product. The product is: [F:62][C:59]1[CH:60]=[CH:61][C:56]([C:48]2[C:49]3[CH:55]=[CH:54][CH:53]=[CH:52][C:50]=3[NH:51][C:45]3[CH:44]=[CH:43][C:42]([C:40]([NH:39][CH:38]([C:37]4[CH:36]=[CH:35][CH:34]=[CH:65][CH:64]=4)[CH3:2])=[O:41])=[CH:63][C:46]=3[N:47]=2)=[CH:57][CH:58]=1. (6) Given the reactants C(OC(=O)[NH:7][CH2:8][C:9]([C:12]1[CH:17]=[CH:16][CH:15]=[C:14]([CH2:18][CH2:19][C:20]2([CH:28]3[CH2:32][CH2:31][CH2:30][CH2:29]3)[CH2:25][C:24](=[O:26])[CH2:23][C:22](=[O:27])[O:21]2)[CH:13]=1)([CH3:11])[CH3:10])(C)(C)C.[C:34]([OH:40])([C:36]([F:39])([F:38])[F:37])=[O:35].C(Cl)Cl, predict the reaction product. The product is: [F:37][C:36]([F:39])([F:38])[C:34]([OH:40])=[O:35].[NH2:7][CH2:8][C:9]([C:12]1[CH:13]=[C:14]([CH2:18][CH2:19][C:20]2([CH:28]3[CH2:32][CH2:31][CH2:30][CH2:29]3)[O:21][C:22](=[O:27])[CH2:23][C:24](=[O:26])[CH2:25]2)[CH:15]=[CH:16][CH:17]=1)([CH3:10])[CH3:11]. (7) Given the reactants [CH2:1]([C:3]1[C:8]([C:9]([OH:11])=O)=[CH:7][N:6]=[C:5]([S:12][CH3:13])[N:4]=1)[CH3:2].CN(C)C=O.C(Cl)(=O)C(Cl)=O.[NH2:25][C:26]1[CH:31]=[CH:30][CH:29]=[CH:28][C:27]=1[OH:32], predict the reaction product. The product is: [CH2:1]([C:3]1[C:8]([C:9]([NH:25][C:26]2[CH:31]=[CH:30][CH:29]=[CH:28][C:27]=2[OH:32])=[O:11])=[CH:7][N:6]=[C:5]([S:12][CH3:13])[N:4]=1)[CH3:2]. (8) Given the reactants Cl[C:2]1[CH:7]=[CH:6][C:5]([C:8]2([C:14]([NH:16][NH2:17])=O)[CH2:13][CH2:12][CH2:11][CH2:10][CH2:9]2)=[CH:4][CH:3]=1.CO[C:20]1[CH2:21][CH2:22][CH2:23][CH2:24][CH2:25][CH2:26][N:27]=1, predict the reaction product. The product is: [C:5]1([C:8]2([C:14]3[N:27]4[CH2:26][CH2:25][CH2:24][CH2:23][CH2:22][CH2:21][C:20]4=[N:17][N:16]=3)[CH2:13][CH2:12][CH2:11][CH2:10][CH2:9]2)[CH:6]=[CH:7][CH:2]=[CH:3][CH:4]=1.